Task: Predict the product of the given reaction.. Dataset: Forward reaction prediction with 1.9M reactions from USPTO patents (1976-2016) (1) Given the reactants [CH2:1]1[C:6]2=[C:7]3[C:12](=[CH:13][CH:14]=[C:5]2[O:4][CH2:3][CH:2]1[OH:15])[N:11]=[CH:10][CH:9]=[CH:8]3.[C:16]1([CH3:26])[CH:21]=[CH:20][C:19]([S:22](Cl)(=[O:24])=[O:23])=[CH:18][CH:17]=1, predict the reaction product. The product is: [CH3:26][C:16]1[CH:21]=[CH:20][C:19]([S:22]([O:15][CH:2]2[CH2:3][O:4][C:5]3[C:6](=[C:7]4[C:12](=[CH:13][CH:14]=3)[N:11]=[CH:10][CH:9]=[CH:8]4)[CH2:1]2)(=[O:24])=[O:23])=[CH:18][CH:17]=1. (2) The product is: [Br:1][C:2]1[C:3]([Cl:19])=[C:4]([C:9]2[CH:14]=[CH:13][C:12]([F:15])=[CH:11][CH:10]=2)[C:5]([CH3:8])=[N:6][CH:7]=1. Given the reactants [Br:1][C:2]1[C:3](=O)[C:4]([C:9]2[CH:14]=[CH:13][C:12]([F:15])=[CH:11][CH:10]=2)=[C:5]([CH3:8])[NH:6][CH:7]=1.P(Cl)(Cl)([Cl:19])=O, predict the reaction product. (3) The product is: [CH3:1][C:2]1([CH3:20])[C:11]2[C:6](=[CH:7][CH:8]=[C:9]([CH3:12])[CH:10]=2)[NH:5][CH:4]([C:13]2[CH:14]=[C:15]([NH:19][S:33]([C:27]3[CH:32]=[CH:31][CH:30]=[CH:29][CH:28]=3)(=[O:35])=[O:34])[CH:16]=[CH:17][CH:18]=2)[CH2:3]1. Given the reactants [CH3:1][C:2]1([CH3:20])[C:11]2[C:6](=[CH:7][CH:8]=[C:9]([CH3:12])[CH:10]=2)[NH:5][CH:4]([C:13]2[CH:14]=[C:15]([NH2:19])[CH:16]=[CH:17][CH:18]=2)[CH2:3]1.N1C=CC=CC=1.[C:27]1([S:33](Cl)(=[O:35])=[O:34])[CH:32]=[CH:31][CH:30]=[CH:29][CH:28]=1, predict the reaction product. (4) Given the reactants [F:1][C:2]1[C:19]([F:20])=[CH:18][CH:17]=[CH:16][C:3]=1[O:4][CH2:5][CH2:6][CH2:7][CH2:8][O:9]C1CCCCO1.C1(C)C=CC(S(O)(=O)=O)=CC=1, predict the reaction product. The product is: [F:1][C:2]1[C:19]([F:20])=[CH:18][CH:17]=[CH:16][C:3]=1[O:4][CH2:5][CH2:6][CH2:7][CH2:8][OH:9]. (5) Given the reactants [F:1][C:2]1[CH:3]=[C:4]([CH:8]=[CH:9][C:10]=1[CH3:11])[C:5](O)=[O:6].C(Cl)(=O)C([Cl:15])=O.CN(C)C=O, predict the reaction product. The product is: [F:1][C:2]1[CH:3]=[C:4]([CH:8]=[CH:9][C:10]=1[CH3:11])[C:5]([Cl:15])=[O:6].